Dataset: Reaction yield outcomes from USPTO patents with 853,638 reactions. Task: Predict the reaction yield, written as a fraction of the theoretical maximum amount of product (1.0 means a 100% yield; for example, 0.34 means a 34% yield). (1) The reactants are [F:1][C:2]1[C:18]([NH:19][C:20]2[C:23](=[O:24])[C:22](=[O:25])[C:21]=2OC)=[CH:17][CH:16]=[CH:15][C:3]=1[C:4]([N:6]1[CH2:10][CH2:9][CH2:8][C@H:7]1[C:11]([O:13][CH3:14])=[O:12])=[O:5].[CH3:28][C:29]1[O:33][C:32]([CH:34]([NH2:40])[CH:35]2[CH2:39][CH2:38][CH2:37][S:36]2)=[CH:31][CH:30]=1. The catalyst is CO. The product is [F:1][C:2]1[C:18]([NH:19][C:20]2[C:23](=[O:24])[C:22](=[O:25])[C:21]=2[NH:40][CH:34]([C:32]2[O:33][C:29]([CH3:28])=[CH:30][CH:31]=2)[CH:35]2[CH2:39][CH2:38][CH2:37][S:36]2)=[CH:17][CH:16]=[CH:15][C:3]=1[C:4]([N:6]1[CH2:10][CH2:9][CH2:8][C@H:7]1[C:11]([O:13][CH3:14])=[O:12])=[O:5]. The yield is 0.690. (2) The reactants are [C:1]([O:5][C:6](=[O:27])[NH:7][CH2:8][C:9]1[CH:14]=[CH:13][C:12]([CH2:15][NH:16][CH:17]2[CH2:26][C:25]3[N:24]=[CH:23][CH:22]=[CH:21][C:20]=3[CH2:19][CH2:18]2)=[CH:11][CH:10]=1)([CH3:4])([CH3:3])[CH3:2].[C:28]([O:32][C:33]([N:35]1[C:39]2[CH:40]=[CH:41][CH:42]=[CH:43][C:38]=2[N:37]=[C:36]1[CH2:44]Cl)=[O:34])([CH3:31])([CH3:30])[CH3:29].CCN(C(C)C)C(C)C. The catalyst is CC#N. The product is [C:28]([O:32][C:33]([N:35]1[C:39]2[CH:40]=[CH:41][CH:42]=[CH:43][C:38]=2[N:37]=[C:36]1[CH2:44][N:16]([CH2:15][C:12]1[CH:13]=[CH:14][C:9]([CH2:8][NH:7][C:6]([O:5][C:1]([CH3:4])([CH3:2])[CH3:3])=[O:27])=[CH:10][CH:11]=1)[CH:17]1[CH2:26][C:25]2[N:24]=[CH:23][CH:22]=[CH:21][C:20]=2[CH2:19][CH2:18]1)=[O:34])([CH3:31])([CH3:30])[CH3:29]. The yield is 0.560. (3) The reactants are [F:1][C:2]1[CH:3]=[CH:4][C:5]([NH:8][NH:9][C:10]([C@:12]2([CH3:18])[CH2:16][CH2:15][CH2:14][N:13]2[CH3:17])=O)=[N:6][CH:7]=1.CCN(CC)CC.C1C=CC(P(C2C=CC=CC=2)C2C=CC=CC=2)=CC=1.ClC(Cl)(Cl)C(Cl)(Cl)Cl. The yield is 0.490. The catalyst is C1COCC1. The product is [CH3:17][N:13]1[CH2:14][CH2:15][CH2:16][C@:12]1([C:10]1[N:6]2[CH:7]=[C:2]([F:1])[CH:3]=[CH:4][C:5]2=[N:8][N:9]=1)[CH3:18]. (4) The catalyst is O.C([O-])(=O)C.[Pd+2].C([O-])(=O)C. The reactants are [F:1][C:2]1[CH:3]=[C:4]([OH:9])[CH:5]=[C:6](I)[CH:7]=1.[C:10]1(B(O)O)[CH:15]=[CH:14][CH:13]=[CH:12][CH:11]=1.C(=O)([O-])[O-].[Na+].[Na+].CCCCCCC. The product is [F:1][C:2]1[CH:3]=[C:4]([OH:9])[CH:5]=[C:6]([C:10]2[CH:15]=[CH:14][CH:13]=[CH:12][CH:11]=2)[CH:7]=1. The yield is 0.940. (5) The reactants are Br[C:2]1[N:7]=[C:6]([O:8][CH3:9])[C:5]([N:10]2[CH:14]=[C:13]([CH3:15])[N:12]=[CH:11]2)=[CH:4][CH:3]=1.[C:16]([NH:20][NH:21][C:22]([O:24][C:25]([CH3:28])([CH3:27])[CH3:26])=[O:23])(=[O:19])[CH:17]=[CH2:18].C(N(CC)C(C)C)(C)C. The catalyst is C([O-])(=O)C.[Pd+2].C([O-])(=O)C.C1(C)C=CC=CC=1P(C1C=CC=CC=1C)C1C=CC=CC=1C.CN(C=O)C. The product is [CH3:9][O:8][C:6]1[N:7]=[C:2](/[CH:18]=[CH:17]/[C:16]([NH:20][NH:21][C:22]([O:24][C:25]([CH3:28])([CH3:27])[CH3:26])=[O:23])=[O:19])[CH:3]=[CH:4][C:5]=1[N:10]1[CH:14]=[C:13]([CH3:15])[N:12]=[CH:11]1. The yield is 0.870. (6) The reactants are [OH:1][CH:2]([CH2:8][CH2:9][CH2:10][CH3:11])[C:3]([O:5][CH2:6][CH3:7])=[O:4].[Si:12](OC(CCC)CC(OCC)=O)([C:15]([CH3:18])([CH3:17])[CH3:16])([CH3:14])[CH3:13]. No catalyst specified. The product is [Si:12]([O:1][CH:2]([CH2:8][CH2:9][CH2:10][CH3:11])[C:3]([O:5][CH2:6][CH3:7])=[O:4])([C:15]([CH3:18])([CH3:17])[CH3:16])([CH3:14])[CH3:13]. The yield is 0.740. (7) The reactants are [Br:1][C:2]1[C:3]([N:19]2[CH2:24][CH2:23][CH2:22][C@@H:21]([NH:25]C(=O)OC(C)(C)C)[CH2:20]2)=[C:4]2[C:10]([NH:11][C:12]([C@@H:14]3[CH2:18][CH2:17][CH2:16][O:15]3)=[O:13])=[CH:9][NH:8][C:5]2=[N:6][CH:7]=1.[ClH:33]. The catalyst is C(O)(C(F)(F)F)=O.CO.C(Cl)Cl.CCOCC. The product is [ClH:33].[NH2:25][C@@H:21]1[CH2:22][CH2:23][CH2:24][N:19]([C:3]2[C:2]([Br:1])=[CH:7][N:6]=[C:5]3[NH:8][CH:9]=[C:10]([NH:11][C:12]([C@@H:14]4[CH2:18][CH2:17][CH2:16][O:15]4)=[O:13])[C:4]=23)[CH2:20]1. The yield is 0.824.